From a dataset of Full USPTO retrosynthesis dataset with 1.9M reactions from patents (1976-2016). Predict the reactants needed to synthesize the given product. (1) Given the product [F:16][C:14]1[CH:15]=[C:2]([C:49]2[CH:50]=[N:51][CH:52]=[C:53]([N+:56]([O-:58])=[O:57])[C:54]=2[NH2:55])[CH:3]=[C:4]([CH2:5][N:6]2[CH2:11][CH2:10][N:9]([CH3:12])[CH2:8][CH2:7]2)[CH:13]=1, predict the reactants needed to synthesize it. The reactants are: Br[C:2]1[CH:3]=[C:4]([CH:13]=[C:14]([F:16])[CH:15]=1)[CH2:5][N:6]1[CH2:11][CH2:10][N:9]([CH3:12])[CH2:8][CH2:7]1.B1(B2OC(C)(C)C(C)(C)O2)OC(C)(C)C(C)(C)O1.CC([O-])=O.[K+].[O-]P([O-])([O-])=O.[K+].[K+].[K+].Br[C:49]1[CH:50]=[N:51][CH:52]=[C:53]([N+:56]([O-:58])=[O:57])[C:54]=1[NH2:55]. (2) Given the product [CH2:1]([O:3][C:4]([C:6]1[C:11]([NH:12][C:17]2[CH:18]=[N:19][CH:20]=[N:21][CH:22]=2)=[CH:10][CH:9]=[C:8]([CH:13]2[CH2:14][CH2:15]2)[N:7]=1)=[O:5])[CH3:2], predict the reactants needed to synthesize it. The reactants are: [CH2:1]([O:3][C:4]([C:6]1[C:11]([NH2:12])=[CH:10][CH:9]=[C:8]([CH:13]2[CH2:15][CH2:14]2)[N:7]=1)=[O:5])[CH3:2].Br[C:17]1[CH:18]=[N:19][CH:20]=[N:21][CH:22]=1.O.C(=O)([O-])[O-].[K+].[K+]. (3) The reactants are: [Cl:1][C:2]1[CH:15]=[C:14]([N+:16]([O-])=O)[CH:13]=[CH:12][C:3]=1[O:4][CH2:5][C:6]1[CH:11]=[CH:10][CH:9]=[CH:8][N:7]=1. Given the product [Cl:1][C:2]1[CH:15]=[C:14]([NH2:16])[CH:13]=[CH:12][C:3]=1[O:4][CH2:5][C:6]1[CH:11]=[CH:10][CH:9]=[CH:8][N:7]=1, predict the reactants needed to synthesize it. (4) Given the product [CH2:13]([NH:12][C:10]([C:4]1[S:3][C:2]([NH:1][C:31](=[O:32])[C:30]2[CH:29]=[CH:28][C:27]([CH2:20][C:21]3[CH:22]=[CH:23][CH:24]=[CH:25][CH:26]=3)=[CH:35][CH:34]=2)=[N:6][C:5]=1[CH2:7][NH:8][CH3:9])=[O:11])[C:14]1[CH:19]=[CH:18][CH:17]=[CH:16][CH:15]=1, predict the reactants needed to synthesize it. The reactants are: [NH2:1][C:2]1[S:3][C:4]([C:10]([NH:12][CH2:13][C:14]2[CH:19]=[CH:18][CH:17]=[CH:16][CH:15]=2)=[O:11])=[C:5]([CH2:7][NH:8][CH3:9])[N:6]=1.[CH2:20]([C:27]1[CH:35]=[CH:34][C:30]([C:31](O)=[O:32])=[CH:29][CH:28]=1)[C:21]1[CH:26]=[CH:25][CH:24]=[CH:23][CH:22]=1. (5) Given the product [NH2:41][C:31]1[C:32]2[C:37](=[CH:36][CH:35]=[C:34]([NH:38][C:12]([C:10]3[N:11]=[C:7]([C:1]4[CH:2]=[CH:3][CH:4]=[CH:5][CH:6]=4)[O:8][C:9]=3[C:15]([F:18])([F:17])[F:16])=[O:14])[CH:33]=2)[N:29]([C:26]2[CH:27]=[CH:28][C:23]([C:19]([CH3:22])([CH3:21])[CH3:20])=[CH:24][CH:25]=2)[N:30]=1, predict the reactants needed to synthesize it. The reactants are: [C:1]1([C:7]2[O:8][C:9]([C:15]([F:18])([F:17])[F:16])=[C:10]([C:12]([OH:14])=O)[N:11]=2)[CH:6]=[CH:5][CH:4]=[CH:3][CH:2]=1.[C:19]([C:23]1[CH:28]=[CH:27][C:26]([N:29]2[C:37]3[C:32](=[CH:33][C:34]([N+:38]([O-])=O)=[CH:35][CH:36]=3)[C:31]([NH2:41])=[N:30]2)=[CH:25][CH:24]=1)([CH3:22])([CH3:21])[CH3:20].NC1C2C(=CC=C(NC(C3N=C(C4C=CC=CC=4)OC=3C(F)(F)F)=O)C=2)N(CCC)N=1.